Dataset: Forward reaction prediction with 1.9M reactions from USPTO patents (1976-2016). Task: Predict the product of the given reaction. The product is: [Cl:1][C:2]1[CH:7]=[C:6]([C:8]2[CH:13]=[CH:12][C:11]([F:14])=[C:10]([F:15])[CH:9]=2)[N:5]2[N:16]=[C:17]([CH3:19])[C:18]([I:20])=[C:4]2[N:3]=1. Given the reactants [Cl:1][C:2]1[CH:7]=[C:6]([C:8]2[CH:13]=[CH:12][C:11]([F:14])=[C:10]([F:15])[CH:9]=2)[N:5]2[N:16]=[C:17]([CH3:19])[CH:18]=[C:4]2[N:3]=1.[I:20]N1C(=O)CCC1=O, predict the reaction product.